Dataset: Reaction yield outcomes from USPTO patents with 853,638 reactions. Task: Predict the reaction yield, written as a fraction of the theoretical maximum amount of product (1.0 means a 100% yield; for example, 0.34 means a 34% yield). (1) The reactants are [F:1][C:2]1[C:10]2[CH2:9][CH2:8][CH2:7][CH2:6][C:5]=2[N:4]2[CH2:11][CH2:12][N:13]([C:16]3[N:23]=[CH:22][CH:21]=[C:20]([C:24]4[CH:29]=[C:28]([NH:30][C:31]5[CH:36]=[CH:35][C:34]([N:37]6[CH2:42][CH2:41][N:40]([CH:43]7[CH2:46][O:45][CH2:44]7)[CH2:39][C@@H:38]6[CH3:47])=[CH:33][N:32]=5)[C:27](=[O:48])[N:26]([CH3:49])[CH:25]=4)[C:17]=3[CH:18]=[O:19])[C:14](=[O:15])[C:3]=12.[BH4-].[Na+]. The catalyst is CO. The product is [F:1][C:2]1[C:10]2[CH2:9][CH2:8][CH2:7][CH2:6][C:5]=2[N:4]2[CH2:11][CH2:12][N:13]([C:16]3[C:17]([CH2:18][OH:19])=[C:20]([C:24]4[CH:29]=[C:28]([NH:30][C:31]5[CH:36]=[CH:35][C:34]([N:37]6[CH2:42][CH2:41][N:40]([CH:43]7[CH2:44][O:45][CH2:46]7)[CH2:39][C@@H:38]6[CH3:47])=[CH:33][N:32]=5)[C:27](=[O:48])[N:26]([CH3:49])[CH:25]=4)[CH:21]=[CH:22][N:23]=3)[C:14](=[O:15])[C:3]=12. The yield is 0.640. (2) The reactants are [N+:1]([C:4]1[CH:5]=[N:6][CH:7]=[CH:8][C:9]=1[NH2:10])([O-:3])=[O:2].[CH:11]1([C:14](Cl)=[O:15])[CH2:13][CH2:12]1. The catalyst is N1C=CC=CC=1. The product is [N+:1]([C:4]1[CH:5]=[N:6][CH:7]=[CH:8][C:9]=1[NH:10][C:14]([CH:11]1[CH2:13][CH2:12]1)=[O:15])([O-:3])=[O:2]. The yield is 0.995. (3) The reactants are [C:1]1([N:7]2[C:11]([C:12](Cl)=[O:13])=[CH:10][CH:9]=[N:8]2)[CH:6]=[CH:5][CH:4]=[CH:3][CH:2]=1.[NH2:15][C:16]1[CH:17]=[C:18]([CH:31]=[CH:32][CH:33]=1)[C:19]([C:21]1[CH:29]=[C:28]2[C:24]([CH2:25][C:26](=[O:30])[NH:27]2)=[CH:23][CH:22]=1)=[O:20]. The catalyst is C1COCC1. The product is [O:30]=[C:26]1[CH2:25][C:24]2[C:28](=[CH:29][C:21]([C:19]([C:18]3[CH:17]=[C:16]([NH:15][C:12]([C:11]4[N:7]([C:1]5[CH:6]=[CH:5][CH:4]=[CH:3][CH:2]=5)[N:8]=[CH:9][CH:10]=4)=[O:13])[CH:33]=[CH:32][CH:31]=3)=[O:20])=[CH:22][CH:23]=2)[NH:27]1. The yield is 0.760. (4) The reactants are [NH:1]1[C:9]2[C:4](=[CH:5][CH:6]=[CH:7][CH:8]=2)[C:3]([CH:10]([CH3:19])[CH:11]([N+:16]([O-])=O)[C:12]([O:14][CH3:15])=[O:13])=[CH:2]1.FC(F)(F)C(O)=O.C(OCC)(=O)C. The catalyst is C(O)C.[C].[Pd]. The product is [NH2:16][CH:11]([CH:10]([C:3]1[C:4]2[C:9](=[CH:8][CH:7]=[CH:6][CH:5]=2)[NH:1][CH:2]=1)[CH3:19])[C:12]([O:14][CH3:15])=[O:13]. The yield is 0.906.